This data is from Forward reaction prediction with 1.9M reactions from USPTO patents (1976-2016). The task is: Predict the product of the given reaction. (1) Given the reactants [C:1]([O:5][C:6]([C@@:8]1([CH:22]=[CH2:23])[CH2:12][C:11](=[O:13])[N:10]([C@@H:14]([C:16]2[CH:21]=[CH:20][CH:19]=[CH:18][CH:17]=2)[CH3:15])[CH2:9]1)=[O:7])([CH3:4])([CH3:3])[CH3:2].[CH2:24](Br)[CH:25]=[CH2:26].C[Si](C)(C)[N-][Si](C)(C)C.[Li+].[Cl-].[NH4+], predict the reaction product. The product is: [C:1]([O:5][C:6]([C@@:8]1([CH:22]=[CH2:23])[C@H:12]([CH2:26][CH:25]=[CH2:24])[C:11](=[O:13])[N:10]([C@@H:14]([C:16]2[CH:17]=[CH:18][CH:19]=[CH:20][CH:21]=2)[CH3:15])[CH2:9]1)=[O:7])([CH3:4])([CH3:2])[CH3:3]. (2) Given the reactants Cl[C:2]1[C:11]2[C:6](=[CH:7][C:8]([O:14][CH2:15][CH2:16][CH2:17][N:18]3[CH2:23][CH2:22][O:21][CH2:20][CH2:19]3)=[C:9]([O:12][CH3:13])[CH:10]=2)[N:5]=[CH:4][N:3]=1.[NH2:24][C:25]1[CH:29]=[C:28]([C:30]([CH3:33])([CH3:32])[CH3:31])[Se:27][C:26]=1[C:34]([NH2:36])=[O:35].CN(C=O)C.[OH-].[Na+], predict the reaction product. The product is: [O:21]1[CH2:22][CH2:23][N:18]([CH2:17][CH2:16][CH2:15][O:14][C:8]2[CH:7]=[C:6]3[C:11]([C:2]([NH:24][C:25]4[CH:29]=[C:28]([C:30]([CH3:33])([CH3:31])[CH3:32])[Se:27][C:26]=4[C:34]([NH2:36])=[O:35])=[N:3][CH:4]=[N:5]3)=[CH:10][C:9]=2[O:12][CH3:13])[CH2:19][CH2:20]1. (3) Given the reactants [CH2:1]([NH:8][C:9]([C:11]1[N:15]([C:16]2[S:20][C:19]([CH2:21][NH:22][C:23](=[O:34])[C@@H:24]([NH:26]C(=O)OC(C)(C)C)[CH3:25])=[CH:18][CH:17]=2)[N:14]=[C:13]([C:35]([F:38])([F:37])[F:36])[CH:12]=1)=[O:10])[C:2]1[CH:7]=[CH:6][CH:5]=[CH:4][CH:3]=1.FC(F)(F)C(O)=O, predict the reaction product. The product is: [NH2:26][C@@H:24]([CH3:25])[C:23]([NH:22][CH2:21][C:19]1[S:20][C:16]([N:15]2[C:11]([C:9]([NH:8][CH2:1][C:2]3[CH:7]=[CH:6][CH:5]=[CH:4][CH:3]=3)=[O:10])=[CH:12][C:13]([C:35]([F:36])([F:38])[F:37])=[N:14]2)=[CH:17][CH:18]=1)=[O:34]. (4) Given the reactants [Cl:1][C:2]1[CH:3]=[C:4]([CH:12]([CH2:17][C@H:18]2[CH2:38][CH2:37][C:20]3([O:24][C@H:23]([C:25]4[CH:30]=[CH:29][CH:28]=[CH:27][CH:26]=4)[C@@H:22]([C:31]4[CH:36]=[CH:35][CH:34]=[CH:33][CH:32]=4)[O:21]3)[CH2:19]2)[C:13](=[O:16])[CH:14]=[CH2:15])[CH:5]=[CH:6][C:7]=1[S:8]([CH3:11])(=[O:10])=[O:9].[O:39]1[CH2:43][CH2:42][O:41][CH:40]1[C:44]1[CH:45]=[CH:46][C:47]([CH:50]=[O:51])=[N:48][CH:49]=1.C(N(CC)CC)C, predict the reaction product. The product is: [Cl:1][C:2]1[CH:3]=[C:4]([CH:12]([CH2:17][C@H:18]2[CH2:38][CH2:37][C:20]3([O:21][C@H:22]([C:31]4[CH:36]=[CH:35][CH:34]=[CH:33][CH:32]=4)[C@@H:23]([C:25]4[CH:26]=[CH:27][CH:28]=[CH:29][CH:30]=4)[O:24]3)[CH2:19]2)[C:13](=[O:16])[CH2:14][CH2:15][C:50]([C:47]2[CH:46]=[CH:45][C:44]([CH:40]3[O:41][CH2:42][CH2:43][O:39]3)=[CH:49][N:48]=2)=[O:51])[CH:5]=[CH:6][C:7]=1[S:8]([CH3:11])(=[O:9])=[O:10]. (5) Given the reactants [OH:1][C@@H:2]1[CH2:7][CH2:6][N:5]([CH2:8][CH2:9][N:10]2[C:15](=[O:16])[CH:14]=[N:13][C:12]3[CH:17]=[CH:18][C:19]([O:21][CH3:22])=[N:20][C:11]2=3)[CH2:4][C@@H:3]1[CH2:23][NH:24]C(=O)OCC1C=CC=CC=1, predict the reaction product. The product is: [NH2:24][CH2:23][C@@H:3]1[C@H:2]([OH:1])[CH2:7][CH2:6][N:5]([CH2:8][CH2:9][N:10]2[C:15](=[O:16])[CH2:14][NH:13][C:12]3[CH:17]=[CH:18][C:19]([O:21][CH3:22])=[N:20][C:11]2=3)[CH2:4]1. (6) Given the reactants [C:1]1([NH:7][NH2:8])[CH:6]=[CH:5][CH:4]=[CH:3][CH:2]=1.[NH:9]1[CH2:14][CH2:13][C:12](=O)[CH2:11][C:10]1=[O:16], predict the reaction product. The product is: [C:1]1([NH:7][NH:8][C:12]2[CH2:13][CH2:14][NH:9][C:10](=[O:16])[CH:11]=2)[CH:6]=[CH:5][CH:4]=[CH:3][CH:2]=1. (7) Given the reactants [CH2:1]([O:8][C:9]([N:11]1[CH2:23][CH2:22][CH2:21][C:12]21[C:15](=[O:16])[N:14]([CH2:17][C:18](O)=[O:19])[CH2:13]2)=[O:10])[C:2]1[CH:7]=[CH:6][CH:5]=[CH:4][CH:3]=1.CCN=C=NCCCN(C)C.C1C=CC2N(O)N=NC=2C=1.CCN(C(C)C)C(C)C.[NH2:54][C@@H:55]([C@H:63]([OH:65])[CH3:64])[C:56]([N:58]1[CH2:62][CH2:61][CH2:60][CH2:59]1)=[O:57], predict the reaction product. The product is: [OH:65][C@H:63]([CH3:64])[C@H:55]([NH:54][C:18](=[O:19])[CH2:17][N:14]1[CH2:13][C:12]2([CH2:21][CH2:22][CH2:23][N:11]2[C:9]([O:8][CH2:1][C:2]2[CH:7]=[CH:6][CH:5]=[CH:4][CH:3]=2)=[O:10])[C:15]1=[O:16])[C:56](=[O:57])[N:58]1[CH2:59][CH2:60][CH2:61][CH2:62]1. (8) Given the reactants C(N(C(C)C)CC)(C)C.[CH3:10][S:11](Cl)(=[O:13])=[O:12].[F:15][C:16]1[C:24]([O:25][C:26]2[C:35]3[C:30](=[CH:31][C:32]([O:38][CH2:39][CH:40]4[CH2:45][CH2:44][NH:43][CH2:42][CH2:41]4)=[C:33]([O:36][CH3:37])[CH:34]=3)[N:29]=[CH:28][N:27]=2)=[CH:23][CH:22]=[C:21]2[C:17]=1[CH:18]=[C:19]([CH3:46])[NH:20]2, predict the reaction product. The product is: [F:15][C:16]1[C:24]([O:25][C:26]2[C:35]3[C:30](=[CH:31][C:32]([O:38][CH2:39][CH:40]4[CH2:45][CH2:44][N:43]([S:11]([CH3:10])(=[O:13])=[O:12])[CH2:42][CH2:41]4)=[C:33]([O:36][CH3:37])[CH:34]=3)[N:29]=[CH:28][N:27]=2)=[CH:23][CH:22]=[C:21]2[C:17]=1[CH:18]=[C:19]([CH3:46])[NH:20]2. (9) Given the reactants Br[C:2]1[CH:7]=[CH:6][C:5]([NH:8][C:9](=[O:15])[O:10][C:11]([CH3:14])([CH3:13])[CH3:12])=[CH:4][C:3]=1[F:16].[CH3:17][C:18]1([CH3:34])[C:22]([CH3:24])([CH3:23])[O:21][B:20]([B:20]2[O:21][C:22]([CH3:24])([CH3:23])[C:18]([CH3:34])([CH3:17])[O:19]2)[O:19]1.C(Cl)Cl.CC([O-])=O.[K+], predict the reaction product. The product is: [F:16][C:3]1[CH:4]=[C:5]([NH:8][C:9](=[O:15])[O:10][C:11]([CH3:14])([CH3:13])[CH3:12])[CH:6]=[CH:7][C:2]=1[B:20]1[O:21][C:22]([CH3:24])([CH3:23])[C:18]([CH3:34])([CH3:17])[O:19]1.